From a dataset of Full USPTO retrosynthesis dataset with 1.9M reactions from patents (1976-2016). Predict the reactants needed to synthesize the given product. (1) Given the product [NH2:10][C:11]([CH3:17])([CH3:16])[CH2:12][C:13]([N:2]1[CH2:3][C:4]2[C:9](=[CH:8][CH:7]=[CH:6][CH:5]=2)[CH2:1]1)=[O:14], predict the reactants needed to synthesize it. The reactants are: [CH2:1]1[C:9]2[C:4](=[CH:5][CH:6]=[CH:7][CH:8]=2)[CH2:3][NH:2]1.[NH2:10][C:11]([CH3:17])([CH3:16])[CH2:12][C:13](O)=[O:14].Cl.CN(C)CCCN=C=NCC.OC1C2N=NNC=2C=CC=1. (2) Given the product [N:9]1([C:7](=[O:8])[CH2:6][CH:2]([CH2:1][S:31]([CH2:19][C:18]2[CH:21]=[CH:22][CH:23]=[CH:24][C:17]=2[C:16]([F:15])([F:25])[F:26])(=[O:33])=[O:30])[C:3]([OH:5])=[O:4])[CH2:10][CH2:11][O:12][CH2:13][CH2:14]1, predict the reactants needed to synthesize it. The reactants are: [CH2:1]=[C:2]([CH2:6][C:7]([N:9]1[CH2:14][CH2:13][O:12][CH2:11][CH2:10]1)=[O:8])[C:3]([OH:5])=[O:4].[F:15][C:16]([F:26])([F:25])[C:17]1[CH:24]=[CH:23][CH:22]=[CH:21][C:18]=1[CH2:19]S.CO.O[O:30][S:31]([O-:33])=O.[K+]. (3) Given the product [Cl:35][C:34]1[C:24]([NH:23][C@@H:20]2[CH2:21][CH2:22][N:18]([C:16]([O:15][C:11]([CH3:14])([CH3:13])[CH3:12])=[O:17])[CH2:19]2)=[N:25][CH:26]=[C:27]([CH2:28][OH:29])[CH:33]=1, predict the reactants needed to synthesize it. The reactants are: [H-].C([Al+]CC(C)C)C(C)C.[C:11]([O:15][C:16]([N:18]1[CH2:22][CH2:21][C@@H:20]([NH:23][C:24]2[C:34]([Cl:35])=[CH:33][C:27]([C:28](OCC)=[O:29])=[CH:26][N:25]=2)[CH2:19]1)=[O:17])([CH3:14])([CH3:13])[CH3:12].CO.[Na].[K]. (4) Given the product [CH3:20][C:3]1[CH:4]=[C:5]([CH:15]=[C:16]([N+:17]([O-:19])=[O:18])[C:2]=1[NH:1][C:21](=[O:24])[CH2:22][CH3:23])[O:6][CH2:7][CH2:8][CH2:9][C:10]([O:12][CH2:13][CH3:14])=[O:11], predict the reactants needed to synthesize it. The reactants are: [NH2:1][C:2]1[C:16]([N+:17]([O-:19])=[O:18])=[CH:15][C:5]([O:6][CH2:7][CH2:8][CH2:9][C:10]([O:12][CH2:13][CH3:14])=[O:11])=[CH:4][C:3]=1[CH3:20].[C:21](Cl)(=[O:24])[CH2:22][CH3:23]. (5) Given the product [NH:26]1[C:1]([CH2:3][C:4]([NH:6][C:7]2[CH:12]=[CH:11][CH:10]=[CH:9][CH:8]=2)=[O:5])=[N:2][N:28]=[N:27]1, predict the reactants needed to synthesize it. The reactants are: [C:1]([CH2:3][C:4]([NH:6][C:7]1[CH:12]=[CH:11][CH:10]=[CH:9][CH:8]=1)=[O:5])#[N:2].C([Sn]([N:26]=[N+:27]=[N-:28])(CCCC)CCCC)CCC.Cl. (6) Given the product [CH2:36]([O:38][C:39]([CH:41]1[CH2:46][CH2:45][N:44]([C:47]2[N:9]=[CH:51][C:50]([NH:53][C:54]([C:56]3[N:57]=[C:58]([C:65]4[CH:66]=[CH:67][CH:68]=[CH:69][CH:70]=4)[O:59][C:60]=3[C:61]([F:62])([F:64])[F:63])=[O:55])=[CH:49][N:48]=2)[CH2:43][CH2:42]1)=[O:40])[CH3:37], predict the reactants needed to synthesize it. The reactants are: C(OC(C1CC[N:9](C2C=CC(NC(C3N=C(C4C=CC=CC=4)OC=3C(F)(F)F)=O)=CC=2)CC1)=O)C.[CH2:36]([O:38][C:39]([CH:41]1[CH2:46][CH2:45][N:44]([CH:47]2C[CH2:51][CH:50]([NH:53][C:54]([C:56]3[N:57]=[C:58]([C:65]4[CH:70]=[CH:69][CH:68]=[CH:67][CH:66]=4)[O:59][C:60]=3[C:61]([F:64])([F:63])[F:62])=[O:55])[CH2:49][NH:48]2)[CH2:43][CH2:42]1)=[O:40])[CH3:37].C1(C2OC(C(F)(F)F)=C(C(O)=O)N=2)C=CC=CC=1.C(OC(C1CCN(C2CCC(N)CN2)CC1)=O)C.